Task: Predict the reaction yield, written as a fraction of the theoretical maximum amount of product (1.0 means a 100% yield; for example, 0.34 means a 34% yield).. Dataset: Reaction yield outcomes from USPTO patents with 853,638 reactions (1) The reactants are C1C=CC(P(C2C=CC=CC=2)C2C=CC=CC=2)=CC=1.O[CH2:21][CH2:22][CH2:23][CH2:24]/[C:25](/[C:36]([O:38][CH3:39])=[O:37])=[C:26](/[C:32]([O:34][CH3:35])=[O:33])\[CH2:27][C:28]([O:30][CH3:31])=[O:29].C(Br)(Br)(Br)[Br:41]. The catalyst is C(Cl)Cl. The product is [Br:41][CH2:21][CH2:22][CH2:23][CH2:24]/[C:25](/[C:36]([O:38][CH3:39])=[O:37])=[C:26](/[C:32]([O:34][CH3:35])=[O:33])\[CH2:27][C:28]([O:30][CH3:31])=[O:29]. The yield is 0.600. (2) The reactants are [F:1][C:2]([F:18])([F:17])[C:3]1[CH:8]=[CH:7][C:6]([C:9]2[CH:14]=[CH:13][C:12]([CH:15]=[O:16])=[CH:11][CH:10]=2)=[CH:5][CH:4]=1.[CH2:19]([Mg]Br)[CH:20]([CH3:22])[CH3:21]. The catalyst is O1CCCC1. The product is [CH3:19][CH:20]([CH3:22])[CH2:21][CH:15]([C:12]1[CH:13]=[CH:14][C:9]([C:6]2[CH:5]=[CH:4][C:3]([C:2]([F:17])([F:18])[F:1])=[CH:8][CH:7]=2)=[CH:10][CH:11]=1)[OH:16]. The yield is 0.450. (3) The reactants are [CH:1]1([C:7]([CH:9]([C:13]2[CH:18]=[CH:17][CH:16]=[CH:15][CH:14]=2)[CH2:10][CH:11]=O)=[O:8])[CH2:6][CH2:5][CH2:4][CH2:3][CH2:2]1.[CH2:19]([O:21][C:22]1[CH:27]=[CH:26][CH:25]=[CH:24][C:23]=1[N:28]1[CH2:33][CH2:32][NH:31][CH2:30][CH2:29]1)[CH3:20].[Na]. No catalyst specified. The product is [CH2:19]([O:21][C:22]1[CH:27]=[CH:26][CH:25]=[CH:24][C:23]=1[N:28]1[CH2:29][CH2:30][N:31]([CH2:11][CH2:10][CH:9]([C:7]([CH:1]2[CH2:6][CH2:5][CH2:4][CH2:3][CH2:2]2)=[O:8])[C:13]2[CH:18]=[CH:17][CH:16]=[CH:15][CH:14]=2)[CH2:32][CH2:33]1)[CH3:20]. The yield is 0.250. (4) The yield is 0.400. The reactants are [Br:1][C:2]1[CH:3]=[C:4]([C:8]2([C:17]3[CH:22]=[CH:21][C:20]([OH:23])=[CH:19][CH:18]=3)[C:12]3=[N:13][CH2:14][CH2:15][N:11]3[C:10](=[S:16])[NH:9]2)[CH:5]=[CH:6][CH:7]=1.[CH:24]([S:27](Cl)(=[O:29])=[O:28])([CH3:26])[CH3:25]. No catalyst specified. The product is [CH3:25][CH:24]([S:27]([O:23][C:20]1[CH:21]=[CH:22][C:17]([C:8]2([C:4]3[CH:5]=[CH:6][CH:7]=[C:2]([Br:1])[CH:3]=3)[C:12]3=[N:13][CH2:14][CH2:15][N:11]3[C:10](=[S:16])[NH:9]2)=[CH:18][CH:19]=1)(=[O:29])=[O:28])[CH3:26]. (5) The reactants are F[C:2]1[CH:8]=[CH:7][C:5]([NH2:6])=[CH:4][CH:3]=1.C[Al](C)C.[CH3:13][S:14]([C:17]1[CH:24]=[CH:23][C:20]([C:21]#[N:22])=[CH:19][CH:18]=1)(=[O:16])=[O:15].C(Cl)[Cl:26]. The catalyst is C1(C)C=CC=CC=1.C(Cl)(Cl)Cl. The product is [CH3:13][S:14]([C:17]1[CH:24]=[CH:23][C:20]([C:21](=[NH:22])[NH:6][C:5]2[CH:7]=[CH:8][C:2]([Cl:26])=[CH:3][CH:4]=2)=[CH:19][CH:18]=1)(=[O:15])=[O:16]. The yield is 0.350. (6) The reactants are [F:1][B-:2]([F:5])([F:4])[F:3].[H+].[N:7]1[CH:12]=[CH:11][CH:10]=[CH:9][CH:8]=1. No catalyst specified. The product is [F:1][B-:2]([F:5])([F:4])[F:3].[NH+:7]1[CH:12]=[CH:11][CH:10]=[CH:9][CH:8]=1. The yield is 0.600. (7) The reactants are [CH3:1][C:2]1[CH:7]=[CH:6][N:5]=[C:4]([C:8](=O)[CH2:9][C:10](=O)[C:11]([O:13][CH2:14][CH3:15])=[O:12])[CH:3]=1.[Cl:18][C:19]1[N:20]=[N:21][C:22]([NH:25][NH2:26])=[CH:23][CH:24]=1. No catalyst specified. The product is [Cl:18][C:19]1[N:20]=[N:21][C:22]([N:25]2[C:8]([C:4]3[CH:3]=[C:2]([CH3:1])[CH:7]=[CH:6][N:5]=3)=[CH:9][C:10]([C:11]([O:13][CH2:14][CH3:15])=[O:12])=[N:26]2)=[CH:23][CH:24]=1. The yield is 0.270. (8) The reactants are [F:1][CH:2]([F:16])[C:3]1[N:8]2[N:9]=[C:10]([C:12]([OH:14])=O)[N:11]=[C:7]2[N:6]=[C:5]([CH3:15])[CH:4]=1.[NH2:17][C:18]1[CH:19]=[C:20]([C:24]([C:26]2[C:34]3[CH:33]=[N:32][CH:31]=[N:30][C:29]=3[N:28]([CH:35]([CH3:37])[CH3:36])[CH:27]=2)=[O:25])[CH:21]=[N:22][CH:23]=1.CN(C(ON1N=NC2C=CC=NC1=2)=[N+](C)C)C.F[P-](F)(F)(F)(F)F.CCN(C(C)C)C(C)C. The catalyst is CN(C=O)C. The product is [CH:35]([N:28]1[C:29]2[N:30]=[CH:31][N:32]=[CH:33][C:34]=2[C:26]([C:24]([C:20]2[CH:19]=[C:18]([NH:17][C:12]([C:10]3[N:11]=[C:7]4[N:6]=[C:5]([CH3:15])[CH:4]=[C:3]([CH:2]([F:1])[F:16])[N:8]4[N:9]=3)=[O:14])[CH:23]=[N:22][CH:21]=2)=[O:25])=[CH:27]1)([CH3:37])[CH3:36]. The yield is 0.120. (9) The reactants are FC(F)(F)C(O)=O.[CH3:8][N:9]1[CH2:13][CH2:12][CH2:11][C@H:10]1[CH2:14][O:15][C:16]1[CH:24]=[CH:23][C:19]([C:20](O)=[O:21])=[C:18]([N:25]([CH:32]2[CH2:37][CH2:36][O:35][CH2:34][CH2:33]2)C(=O)C(F)(F)F)[CH:17]=1.C(Cl)(=O)C(Cl)=O.CCN(C(C)C)C(C)C.[F:53][C:54]1[CH:55]=[C:56]([CH:68]=[C:69]([F:71])[CH:70]=1)[CH2:57][C:58]1[CH:59]=[C:60]2[C:64](=[CH:65][CH:66]=1)[NH:63][N:62]=[C:61]2[NH2:67]. The catalyst is C(Cl)Cl.CN(C=O)C.C1COCC1.CCOC(C)=O.CO. The product is [F:53][C:54]1[CH:55]=[C:56]([CH:68]=[C:69]([F:71])[CH:70]=1)[CH2:57][C:58]1[CH:59]=[C:60]2[C:64](=[CH:65][CH:66]=1)[NH:63][N:62]=[C:61]2[NH:67][C:20](=[O:21])[C:19]1[CH:23]=[CH:24][C:16]([O:15][CH2:14][C@@H:10]2[CH2:11][CH2:12][CH2:13][N:9]2[CH3:8])=[CH:17][C:18]=1[NH:25][CH:32]1[CH2:33][CH2:34][O:35][CH2:36][CH2:37]1. The yield is 0.450. (10) The reactants are CO[CH:3](OC)[N:4]([CH3:6])[CH3:5].[CH2:9]([O:16][N:17]1[C:23](=[O:24])[N:22]2[CH2:25][C@H:18]1[CH2:19][CH2:20][C@H:21]2[C:26]([NH2:28])=[O:27])[C:10]1[CH:15]=[CH:14][CH:13]=[CH:12][CH:11]=1. The catalyst is O1CCOCC1. The product is [CH2:9]([O:16][N:17]1[C:23](=[O:24])[N:22]2[CH2:25][C@H:18]1[CH2:19][CH2:20][C@H:21]2[C:26](/[N:28]=[CH:3]\[N:4]([CH3:6])[CH3:5])=[O:27])[C:10]1[CH:15]=[CH:14][CH:13]=[CH:12][CH:11]=1. The yield is 0.800.